Dataset: Retrosynthesis with 50K atom-mapped reactions and 10 reaction types from USPTO. Task: Predict the reactants needed to synthesize the given product. (1) Given the product CC(=O)OCC(Br)c1nc(-c2ccc(C(F)(F)F)cc2)c(Br)o1, predict the reactants needed to synthesize it. The reactants are: CC(=O)OCCc1nc(-c2ccc(C(F)(F)F)cc2)c(Br)o1.O=C1CCC(=O)N1Br. (2) Given the product c1cc(-c2cnc3c(c2)NCCO3)c2cc[nH]c2c1, predict the reactants needed to synthesize it. The reactants are: Brc1cnc2c(c1)NCCO2.CC1(C)OB(c2cccc3[nH]ccc23)OC1(C)C. (3) Given the product CN1CCN(C(=O)c2cncc(Br)c2)CC1, predict the reactants needed to synthesize it. The reactants are: CN1CCNCC1.O=C(O)c1cncc(Br)c1. (4) The reactants are: O=C(OO)c1cccc(Cl)c1.[O-][n+]1ccccc1SCc1ccc(Cl)cc1Cl. Given the product O=S(Cc1ccc(Cl)cc1Cl)c1cccc[n+]1[O-], predict the reactants needed to synthesize it. (5) Given the product CC(C)(C)OC(=O)N1CCC12CN(C(=O)NCCCc1ccccc1)C2, predict the reactants needed to synthesize it. The reactants are: CC(C)(C)OC(=O)N1CCC12CNC2.O=C=NCCCc1ccccc1. (6) Given the product Cc1ccc(CN(C(=O)Nc2c(C(C)C)cccc2C(C)C)c2ccc(C(C)C)cc2)c(C)c1, predict the reactants needed to synthesize it. The reactants are: CC(C)c1cccc(C(C)C)c1N=C=O.Cc1ccc(CNc2ccc(C(C)C)cc2)c(C)c1. (7) Given the product CC(C)(C)OC(=O)Nc1cccc(C=O)n1, predict the reactants needed to synthesize it. The reactants are: CC(C)(C)OC(=O)Nc1cccc(Br)n1.CN(C)C=O. (8) Given the product CCNC(=O)[C@@H]1CCCN1C(=O)[C@H](C)NC(=O)C1CCCCC1, predict the reactants needed to synthesize it. The reactants are: CCNC(=O)[C@@H]1CCCN1C(=O)[C@H](C)N.O=C(O)C1CCCCC1. (9) Given the product CCCCNc1cc(C(=O)NC)ccc1[N+](=O)[O-], predict the reactants needed to synthesize it. The reactants are: CCCCN.CNC(=O)c1ccc([N+](=O)[O-])c(F)c1. (10) Given the product Cc1c(B2OC(C)(C)C(C)(C)O2)ccc(OCCN2CCN(C)CC2)c1Cl, predict the reactants needed to synthesize it. The reactants are: CN1CCN(CCO)CC1.Cc1c(B2OC(C)(C)C(C)(C)O2)ccc(O)c1Cl.